This data is from Full USPTO retrosynthesis dataset with 1.9M reactions from patents (1976-2016). The task is: Predict the reactants needed to synthesize the given product. (1) Given the product [N+:12]([C:5]1[CH:4]=[C:3]([C:2]([F:1])([F:10])[F:11])[N:8]=[CH:7][C:6]=1[OH:9])([O-:14])=[O:13], predict the reactants needed to synthesize it. The reactants are: [F:1][C:2]([F:11])([F:10])[C:3]1[N:8]=[CH:7][C:6]([OH:9])=[CH:5][CH:4]=1.[N+:12]([O-])([OH:14])=[O:13]. (2) Given the product [NH2:3][C@@:2]([C:8]1[CH:17]=[CH:16][C:15]2[C:10](=[CH:11][CH:12]=[C:13]([O:18][CH:19]3[CH2:24][CH2:23][CH:22]([C:25]([F:26])([F:27])[F:28])[CH2:21][CH2:20]3)[CH:14]=2)[CH:9]=1)([CH3:1])[CH2:6][OH:5].[C:22]([OH:33])([C:25]([F:28])([F:27])[F:26])=[O:32], predict the reactants needed to synthesize it. The reactants are: [CH3:1][C@@:2]1([C:8]2[CH:17]=[CH:16][C:15]3[C:10](=[CH:11][CH:12]=[C:13]([O:18][CH:19]4[CH2:24][CH2:23][CH:22]([C:25]([F:28])([F:27])[F:26])[CH2:21][CH2:20]4)[CH:14]=3)[CH:9]=2)[CH2:6][O:5]C(=O)[NH:3]1.C(O)C.[OH2:32].[OH-:33].[Li+]. (3) Given the product [OH:15][CH2:14][C@H:10]1[NH:11][CH2:12][CH2:13][N:8]([C:26]([O:28][C:29]([CH3:30])([CH3:31])[CH3:32])=[O:27])[CH2:9]1, predict the reactants needed to synthesize it. The reactants are: C([N:8]1[CH2:13][CH2:12][NH:11][C@H:10]([CH2:14][OH:15])[CH2:9]1)C1C=CC=CC=1.[H][H].[CH3:30][C:29]([O:28][C:26](O[C:26]([O:28][C:29]([CH3:32])([CH3:31])[CH3:30])=[O:27])=[O:27])([CH3:32])[CH3:31].